From a dataset of Reaction yield outcomes from USPTO patents with 853,638 reactions. Predict the reaction yield, written as a fraction of the theoretical maximum amount of product (1.0 means a 100% yield; for example, 0.34 means a 34% yield). The reactants are [N:1]1[CH:6]=[CH:5][CH:4]=[CH:3][C:2]=1[C:7]1[CH2:8][CH2:9][N:10](C(OCC2C=CC=CC=2)=O)[CH2:11][CH:12]=1. The catalyst is [Pd]. The product is [NH:10]1[CH2:9][CH2:8][CH:7]([C:2]2[CH:3]=[CH:4][CH:5]=[CH:6][N:1]=2)[CH2:12][CH2:11]1. The yield is 0.880.